From a dataset of Reaction yield outcomes from USPTO patents with 853,638 reactions. Predict the reaction yield, written as a fraction of the theoretical maximum amount of product (1.0 means a 100% yield; for example, 0.34 means a 34% yield). (1) The reactants are [CH3:1][O:2][C:3](=[O:24])[C:4]([CH3:23])([CH3:22])[CH2:5][C:6]1[CH:11]=[C:10]([CH3:12])[C:9]([O:13]CC2C=CC=CC=2)=[CH:8][C:7]=1[CH3:21].[H][H]. The catalyst is C(O)C.[Pd]. The yield is 0.340. The product is [CH3:1][O:2][C:3](=[O:24])[C:4]([CH3:22])([CH3:23])[CH2:5][C:6]1[CH:11]=[C:10]([CH3:12])[C:9]([OH:13])=[CH:8][C:7]=1[CH3:21]. (2) The reactants are [C:1]1([Mg]Br)[CH:6]=[CH:5][CH:4]=[CH:3][CH:2]=1.[CH:9](=[O:13])/[CH:10]=[CH:11]/[CH3:12].[Cl-].[NH4+]. The catalyst is O1CCCC1.CCOCC. The product is [C:1]1([CH:9]([OH:13])[CH:10]=[CH:11][CH3:12])[CH:6]=[CH:5][CH:4]=[CH:3][CH:2]=1. The yield is 0.999. (3) The reactants are Cl[CH2:2][CH2:3][CH2:4][O:5][C:6]1[CH:14]=[CH:13][C:12]2[N:11]3[C@H:15]([CH3:20])[CH2:16][NH:17][C:18](=[O:19])[C:10]3=[CH:9][C:8]=2[CH:7]=1.[NH:21]1[CH2:26][CH2:25][CH2:24][CH2:23][CH2:22]1.C(=O)([O-])[O-].[K+].[K+].[I-].[K+]. No catalyst specified. The product is [CH3:20][C@H:15]1[N:11]2[C:12]3[CH:13]=[CH:14][C:6]([O:5][CH2:4][CH2:3][CH2:2][N:21]4[CH2:26][CH2:25][CH2:24][CH2:23][CH2:22]4)=[CH:7][C:8]=3[CH:9]=[C:10]2[C:18](=[O:19])[NH:17][CH2:16]1. The yield is 0.710. (4) The reactants are C([O:3][C:4](=O)[CH2:5][C:6]([C@@H:8]1[CH2:13][CH2:12][N:11]([C:14]([O:16][CH3:17])=[O:15])[C@@H:10]([CH2:18][C:19]2[CH:24]=[C:23]([C:25]([F:28])([F:27])[F:26])[CH:22]=[C:21]([F:29])[CH:20]=2)[CH2:9]1)=[O:7])C.[OH-].[Na+].[NH2:33]O.Cl. The catalyst is CO.O. The product is [F:29][C:21]1[CH:20]=[C:19]([CH:24]=[C:23]([C:25]([F:28])([F:27])[F:26])[CH:22]=1)[CH2:18][C@H:10]1[CH2:9][C@H:8]([C:6]2[O:7][NH:33][C:4](=[O:3])[CH:5]=2)[CH2:13][CH2:12][N:11]1[C:14]([O:16][CH3:17])=[O:15]. The yield is 0.950. (5) The reactants are [Cl:1][C:2]1[CH:32]=[CH:31][C:5]([CH:6]=[CH:7][CH2:8][N:9]2[C:14](=[O:15])[C:13]([CH2:16]OS(C)(=O)=O)=[CH:12][C:11]([C:22]3[CH:27]=[CH:26][C:25]([O:28][CH3:29])=[C:24]([F:30])[CH:23]=3)=[N:10]2)=[CH:4][CH:3]=1.[N:33]1([CH2:39][CH2:40][OH:41])[CH2:38][CH2:37][NH:36][CH2:35][CH2:34]1. No catalyst specified. The product is [Cl:1][C:2]1[CH:3]=[CH:4][C:5]([CH:6]=[CH:7][CH2:8][N:9]2[C:14](=[O:15])[C:13]([CH2:16][N:36]3[CH2:37][CH2:38][N:33]([CH2:39][CH2:40][OH:41])[CH2:34][CH2:35]3)=[CH:12][C:11]([C:22]3[CH:27]=[CH:26][C:25]([O:28][CH3:29])=[C:24]([F:30])[CH:23]=3)=[N:10]2)=[CH:31][CH:32]=1. The yield is 0.651. (6) The reactants are C([O:3][C:4]([CH:6]1[CH2:15][CH2:14][C:13]2[C:8](=[CH:9][CH:10]=[CH:11][CH:12]=2)[NH:7]1)=O)C.[H-].[H-].[H-].[H-].[Li+].[Al+3].[O-]S([O-])(=O)=O.[Na+].[Na+].N1C=CC=CC=1.[Cl:35][C:36]1[CH:37]=[C:38]([S:43](Cl)(=[O:45])=[O:44])[CH:39]=[CH:40][C:41]=1[Cl:42].[H-].[Na+].C(OC(=O)CBr)(C)(C)C.[C:58]([OH:64])([C:60](F)(F)F)=[O:59]. The catalyst is C1COCC1.CN(C1C=CN=CC=1)C.C(Cl)Cl. The product is [Cl:35][C:36]1[CH:37]=[C:38]([S:43]([N:7]2[C:8]3[C:13](=[CH:12][CH:11]=[CH:10][CH:9]=3)[CH2:14][CH2:15][CH:6]2[CH2:4][O:3][CH2:60][C:58]([OH:64])=[O:59])(=[O:45])=[O:44])[CH:39]=[CH:40][C:41]=1[Cl:42]. The yield is 0.500.